This data is from Catalyst prediction with 721,799 reactions and 888 catalyst types from USPTO. The task is: Predict which catalyst facilitates the given reaction. Reactant: IC1C=CC(C2CCCC(=O)C2)=CC=1.I[C:16]1[CH:21]=[CH:20][C:19]([CH:22]2[CH2:27][CH2:26][CH2:25][CH:24]([NH:28][CH:29]([C:31]3[C:40]4[C:35](=[CH:36][CH:37]=[CH:38][CH:39]=4)[CH:34]=[CH:33][CH:32]=3)[CH3:30])[CH2:23]2)=[CH:18][CH:17]=1.[NH:41]1[CH:45]=[CH:44][N:43]=[CH:42]1.NCC(O)=O.[O-]P([O-])([O-])=O.[K+].[K+].[K+]. Product: [N:41]1([C:16]2[CH:21]=[CH:20][C:19]([CH:22]3[CH2:27][CH2:26][CH2:25][CH:24]([NH:28][C@@H:29]([C:31]4[C:40]5[C:35](=[CH:36][CH:37]=[CH:38][CH:39]=5)[CH:34]=[CH:33][CH:32]=4)[CH3:30])[CH2:23]3)=[CH:18][CH:17]=2)[CH:45]=[CH:44][N:43]=[CH:42]1. The catalyst class is: 185.